Dataset: Forward reaction prediction with 1.9M reactions from USPTO patents (1976-2016). Task: Predict the product of the given reaction. (1) The product is: [N:14]1[CH:13]=[CH:12][N:10]2[C:9]=1[CH:8]=[CH:7][C:6]([C:4]1[CH:5]=[N:1][N:2]([C:16]([O:18][CH:19]([CH3:21])[CH3:20])=[O:17])[CH:3]=1)=[N:11]2. Given the reactants [NH:1]1[CH:5]=[C:4]([C:6]2[CH:7]=[CH:8][C:9]3[N:10]([CH:12]=[CH:13][N:14]=3)[N:11]=2)[CH:3]=[N:2]1.Cl[C:16]([O:18][CH:19]([CH3:21])[CH3:20])=[O:17].C(N(CC)CC)C, predict the reaction product. (2) Given the reactants [OH:1][C:2]1[CH:9]=[CH:8][C:5]([CH:6]=[O:7])=[CH:4][CH:3]=1.Cl[CH2:11][CH2:12][CH2:13][N:14]1[CH2:18][CH2:17][CH2:16][C:15]1=[O:19].OCCCN1CCCC1=O.S(Cl)(Cl)=O, predict the reaction product. The product is: [O:19]=[C:15]1[CH2:16][CH2:17][CH2:18][N:14]1[CH2:13][CH2:12][CH2:11][O:1][C:2]1[CH:9]=[CH:8][C:5]([CH:6]=[O:7])=[CH:4][CH:3]=1.